From a dataset of Peptide-MHC class II binding affinity with 134,281 pairs from IEDB. Regression. Given a peptide amino acid sequence and an MHC pseudo amino acid sequence, predict their binding affinity value. This is MHC class II binding data. The peptide sequence is TCEICALKPKIIYCN. The MHC is H-2-IAb with pseudo-sequence H-2-IAb. The binding affinity (normalized) is 0.0992.